Dataset: Reaction yield outcomes from USPTO patents with 853,638 reactions. Task: Predict the reaction yield, written as a fraction of the theoretical maximum amount of product (1.0 means a 100% yield; for example, 0.34 means a 34% yield). (1) The reactants are C(NC(C)C)(C)C.C([Li])CCC.[CH3:13][O:14][C:15](=[O:26])[CH2:16][C:17]1[CH:22]=[CH:21][C:20]([S:23][CH3:24])=[C:19]([Br:25])[CH:18]=1.I[CH2:28][CH:29]1[CH2:33][CH2:32][CH2:31][CH2:30]1. The catalyst is O1CCCC1.CN1CCCN(C)C1=O. The product is [CH3:13][O:14][C:15](=[O:26])[CH:16]([C:17]1[CH:22]=[CH:21][C:20]([S:23][CH3:24])=[C:19]([Br:25])[CH:18]=1)[CH2:28][CH:29]1[CH2:33][CH2:32][CH2:31][CH2:30]1. The yield is 0.570. (2) The reactants are [Br:1][C:2]1[CH:3]=[CH:4][C:5](/[CH:9]=[N:10]/[C:11]2[CH:16]=[CH:15][CH:14]=[CH:13][CH:12]=2)=[C:6]([OH:8])[CH:7]=1.C(=O)([O-])[O-].[K+].[K+].[CH2:23](Br)[C:24]1[CH:29]=[CH:28][CH:27]=[CH:26][CH:25]=1. The catalyst is CN(C)C=O. The product is [CH2:23]([O:8][C:6]1[CH:7]=[C:2]([Br:1])[CH:3]=[CH:4][C:5]=1/[CH:9]=[N:10]/[C:11]1[CH:12]=[CH:13][CH:14]=[CH:15][CH:16]=1)[C:24]1[CH:29]=[CH:28][CH:27]=[CH:26][CH:25]=1. The yield is 0.910. (3) The reactants are [NH2:1][C:2]1[C:7]([N+:8]([O-])=O)=[CH:6][C:5]([C:11]2[CH:16]=[CH:15][C:14]([F:17])=[CH:13][CH:12]=2)=[CH:4][N:3]=1.C(OCC)(=O)C.O1CCCC1.C(N(CC)CC)C. The catalyst is CO.[C].[Pd]. The product is [NH2:1][C:2]1[C:7]([NH2:8])=[CH:6][C:5]([C:11]2[CH:12]=[CH:13][C:14]([F:17])=[CH:15][CH:16]=2)=[CH:4][N:3]=1. The yield is 0.440. (4) The reactants are [CH3:1][C:2]([CH3:36])([CH3:35])[CH2:3][CH2:4][C:5]1([CH3:34])[C:14]2[C:9](=[CH:10][CH:11]=[CH:12][CH:13]=2)[C:8]([OH:15])=[C:7]([C:16]2[NH:21][C:20]3[CH:22]=[CH:23][C:24]([NH:26][S:27]([CH3:30])(=[O:29])=[O:28])=[CH:25][C:19]=3[S:18](=[O:32])(=[O:31])[N:17]=2)[C:6]1=[O:33].[OH-].[Na+:38]. The catalyst is O. The product is [CH3:1][C:2]([CH3:36])([CH3:35])[CH2:3][CH2:4][C:5]1([CH3:34])[C:14]2[C:9](=[CH:10][CH:11]=[CH:12][CH:13]=2)[C:8]([O-:15])=[C:7]([C:16]2[NH:21][C:20]3[CH:22]=[CH:23][C:24]([NH:26][S:27]([CH3:30])(=[O:29])=[O:28])=[CH:25][C:19]=3[S:18](=[O:32])(=[O:31])[N:17]=2)[C:6]1=[O:33].[Na+:38]. The yield is 0.740.